Regression. Given two drug SMILES strings and cell line genomic features, predict the synergy score measuring deviation from expected non-interaction effect. From a dataset of NCI-60 drug combinations with 297,098 pairs across 59 cell lines. (1) Drug 1: CN(CC1=CN=C2C(=N1)C(=NC(=N2)N)N)C3=CC=C(C=C3)C(=O)NC(CCC(=O)O)C(=O)O. Drug 2: C1C(C(OC1N2C=NC3=C2NC=NCC3O)CO)O. Cell line: HOP-92. Synergy scores: CSS=14.0, Synergy_ZIP=-3.43, Synergy_Bliss=-0.855, Synergy_Loewe=-35.2, Synergy_HSA=-2.62. (2) Drug 1: CC1CCC2CC(C(=CC=CC=CC(CC(C(=O)C(C(C(=CC(C(=O)CC(OC(=O)C3CCCCN3C(=O)C(=O)C1(O2)O)C(C)CC4CCC(C(C4)OC)O)C)C)O)OC)C)C)C)OC. Drug 2: CCC1(C2=C(COC1=O)C(=O)N3CC4=CC5=C(C=CC(=C5CN(C)C)O)N=C4C3=C2)O.Cl. Cell line: SNB-19. Synergy scores: CSS=45.4, Synergy_ZIP=0.266, Synergy_Bliss=1.86, Synergy_Loewe=-7.70, Synergy_HSA=3.83.